The task is: Predict which catalyst facilitates the given reaction.. This data is from Catalyst prediction with 721,799 reactions and 888 catalyst types from USPTO. (1) Reactant: Cl[C:2]1[C:3]2[N:4]([C:8]([CH2:12][CH2:13][C:14]([OH:16])=O)=[N:9][C:10]=2[I:11])[CH:5]=[CH:6][N:7]=1.[CH2:17]([NH:19][CH2:20][CH2:21][OH:22])[CH3:18].Cl.C(N=C=NCCCN(C)C)C.O.[OH:36][N:37]1[C:41]2[CH:42]=[CH:43][CH:44]=[CH:45][C:40]=2[N:39]=[N:38]1.CN1CCOCC1. Product: [N:37]1([O:36][C:2]2[C:3]3[N:4]([C:8]([CH2:12][CH2:13][C:14]([N:19]([CH2:17][CH3:18])[CH2:20][CH2:21][OH:22])=[O:16])=[N:9][C:10]=3[I:11])[CH:5]=[CH:6][N:7]=2)[C:41]2[CH:42]=[CH:43][CH:44]=[CH:45][C:40]=2[N:39]=[N:38]1. The catalyst class is: 3. (2) Reactant: [Cl:1][C:2]1[CH:3]=[C:4]([CH:8]=[CH:9][C:10]=1[O:11][CH3:12])[C:5]([OH:7])=O.C(Cl)(=O)C(Cl)=O.[NH2:19][C:20]1[CH:30]=[CH:29][C:28]([O:31][C:32]2[CH:37]=[CH:36][CH:35]=[CH:34][CH:33]=2)=[CH:27][C:21]=1[C:22]([O:24][CH2:25][CH3:26])=[O:23].C(N(CC)CC)C. Product: [Cl:1][C:2]1[CH:3]=[C:4]([CH:8]=[CH:9][C:10]=1[O:11][CH3:12])[C:5]([NH:19][C:20]1[CH:30]=[CH:29][C:28]([O:31][C:32]2[CH:37]=[CH:36][CH:35]=[CH:34][CH:33]=2)=[CH:27][C:21]=1[C:22]([O:24][CH2:25][CH3:26])=[O:23])=[O:7]. The catalyst class is: 59.